From a dataset of Reaction yield outcomes from USPTO patents with 853,638 reactions. Predict the reaction yield, written as a fraction of the theoretical maximum amount of product (1.0 means a 100% yield; for example, 0.34 means a 34% yield). (1) The reactants are C1(P(C2C=CC=CC=2)C2C=CC=CC=2)C=CC=CC=1.BrN1C(=O)CCC1=O.[CH3:28][S:29]([C:32]1[CH:33]=[C:34]([CH:42]([CH2:46][CH:47]2[CH2:51][CH2:50][CH2:49][CH2:48]2)[C:43](O)=[O:44])[CH:35]=[CH:36][C:37]=1[S:38]([CH3:41])(=[O:40])=[O:39])(=[O:31])=[O:30].[NH2:52][C:53]1[CH:58]=[CH:57][CH:56]=[CH:55][N:54]=1. The catalyst is C(Cl)Cl. The product is [CH3:28][S:29]([C:32]1[CH:33]=[C:34]([CH:42]([CH2:46][CH:47]2[CH2:48][CH2:49][CH2:50][CH2:51]2)[C:43]([NH:52][C:53]2[CH:58]=[CH:57][CH:56]=[CH:55][N:54]=2)=[O:44])[CH:35]=[CH:36][C:37]=1[S:38]([CH3:41])(=[O:40])=[O:39])(=[O:31])=[O:30]. The yield is 0.490. (2) The reactants are N[C:2]1[C:7]([N+:8]([O-:10])=[O:9])=[CH:6][CH:5]=[CH:4][C:3]=1[OH:11].N([O-])=O.[Na+].[ClH:16]. The catalyst is O1CCOCC1.O. The product is [Cl:16][C:2]1[C:7]([N+:8]([O-:10])=[O:9])=[CH:6][CH:5]=[CH:4][C:3]=1[OH:11]. The yield is 0.480. (3) The reactants are [CH:1]1[CH:6]=[CH:5][C:4]([O:7][C:8]2[C:13]([N+:14]([O-])=O)=[CH:12][CH:11]=[CH:10][CH:9]=2)=[CH:3][CH:2]=1.[H][H]. The catalyst is CO.[Pd]. The product is [CH:1]1[CH:6]=[CH:5][C:4]([O:7][C:8]2[C:13]([NH2:14])=[CH:12][CH:11]=[CH:10][CH:9]=2)=[CH:3][CH:2]=1. The yield is 0.980.